This data is from Full USPTO retrosynthesis dataset with 1.9M reactions from patents (1976-2016). The task is: Predict the reactants needed to synthesize the given product. (1) Given the product [Cl:1][C:2]1[N:7]=[CH:6][C:5]([S:8]([N:11]([CH:12]2[CH2:16][CH2:15][CH2:14][CH2:13]2)[CH2:18][C:19]([O:21][CH3:22])=[O:20])(=[O:10])=[O:9])=[CH:4][CH:3]=1, predict the reactants needed to synthesize it. The reactants are: [Cl:1][C:2]1[N:7]=[CH:6][C:5]([S:8]([NH:11][CH:12]2[CH2:16][CH2:15][CH2:14][CH2:13]2)(=[O:10])=[O:9])=[CH:4][CH:3]=1.Br[CH2:18][C:19]([O:21][CH3:22])=[O:20].C([O-])([O-])=O.[K+].[K+]. (2) Given the product [Cl:1][C:2]1[CH:7]=[CH:6][C:5]([C:8]2[N:9]([C:19]3[CH:24]=[CH:23][C:22]([Cl:25])=[CH:21][C:20]=3[Cl:26])[C:10]([CH3:18])=[C:11]([C:13]([Cl:31])=[O:15])[N:12]=2)=[CH:4][CH:3]=1, predict the reactants needed to synthesize it. The reactants are: [Cl:1][C:2]1[CH:7]=[CH:6][C:5]([C:8]2[N:9]([C:19]3[CH:24]=[CH:23][C:22]([Cl:25])=[CH:21][C:20]=3[Cl:26])[C:10]([CH3:18])=[C:11]([C:13]([O:15]CC)=O)[N:12]=2)=[CH:4][CH:3]=1.[Li+].[OH-].O=S(Cl)[Cl:31]. (3) Given the product [CH3:30][O:29][C:28]1[CH:27]=[C:26]([CH3:31])[NH:25][C:24](=[O:32])[C:23]=1[CH2:22][NH:21][C:15]([C:8]1[C:9]2[C:10](=[N:11][CH:12]=[CH:13][CH:14]=2)[N:6]([CH:4]([CH:3]([O:2][CH3:1])[CH3:19])[CH3:5])[C:7]=1[CH3:18])=[O:17], predict the reactants needed to synthesize it. The reactants are: [CH3:1][O:2][CH:3]([CH3:19])[CH:4]([N:6]1[C:10]2=[N:11][CH:12]=[CH:13][CH:14]=[C:9]2[C:8]([C:15]([OH:17])=O)=[C:7]1[CH3:18])[CH3:5].Cl.[NH2:21][CH2:22][C:23]1[C:24](=[O:32])[NH:25][C:26]([CH3:31])=[CH:27][C:28]=1[O:29][CH3:30].CN(C(ON1N=NC2C=CC=NC1=2)=[N+](C)C)C.F[P-](F)(F)(F)(F)F. (4) Given the product [F:1][C:2]1[CH:3]=[C:4]([NH:9][C:10]2[CH:15]=[CH:14][N:13]=[C:12]([NH:16][C:17]3[CH:18]=[CH:19][C:20]([S:23]([N:26]([CH3:33])[CH:27]4[CH2:32][CH2:31][N:30]([CH2:37][CH2:36][C:35]([F:40])([F:39])[F:34])[CH2:29][CH2:28]4)(=[O:24])=[O:25])=[CH:21][CH:22]=3)[N:11]=2)[CH:5]=[CH:6][C:7]=1[F:8], predict the reactants needed to synthesize it. The reactants are: [F:1][C:2]1[CH:3]=[C:4]([NH:9][C:10]2[CH:15]=[CH:14][N:13]=[C:12]([NH:16][C:17]3[CH:22]=[CH:21][C:20]([S:23]([N:26]([CH3:33])[CH:27]4[CH2:32][CH2:31][NH:30][CH2:29][CH2:28]4)(=[O:25])=[O:24])=[CH:19][CH:18]=3)[N:11]=2)[CH:5]=[CH:6][C:7]=1[F:8].[F:34][C:35]([F:40])([F:39])[CH2:36][CH:37]=O.